Dataset: Forward reaction prediction with 1.9M reactions from USPTO patents (1976-2016). Task: Predict the product of the given reaction. (1) Given the reactants [CH3:1][C:2]1[O:6][N:5]=[C:4]([C:7]2[CH:12]=[CH:11][CH:10]=[CH:9][CH:8]=2)[C:3]=1[C:13]([OH:15])=O.[NH:16]1[CH2:26][CH2:25][CH:19]([C:20]([O:22][CH2:23][CH3:24])=[O:21])[CH2:18][CH2:17]1.F[B-](F)(F)F.N1(OC(N(C)C)=[N+](C)C)C2C=CC=CC=2N=N1.C(N(C(C)C)CC)(C)C, predict the reaction product. The product is: [CH3:1][C:2]1[O:6][N:5]=[C:4]([C:7]2[CH:8]=[CH:9][CH:10]=[CH:11][CH:12]=2)[C:3]=1[C:13]([N:16]1[CH2:26][CH2:25][CH:19]([C:20]([O:22][CH2:23][CH3:24])=[O:21])[CH2:18][CH2:17]1)=[O:15]. (2) Given the reactants [CH3:1][C:2]1([S:10]([C:13]2[CH:18]=[CH:17][CH:16]=[C:15]([C:19]([F:22])([F:21])[F:20])[CH:14]=2)(=[O:12])=[O:11])[CH2:7][CH2:6][O:5][CH:4]([CH2:8][OH:9])[CH2:3]1.[CH3:23][S:24](Cl)(=[O:26])=[O:25], predict the reaction product. The product is: [CH3:23][S:24]([O:9][CH2:8][CH:4]1[CH2:3][C:2]([CH3:1])([S:10]([C:13]2[CH:18]=[CH:17][CH:16]=[C:15]([C:19]([F:20])([F:22])[F:21])[CH:14]=2)(=[O:11])=[O:12])[CH2:7][CH2:6][O:5]1)(=[O:26])=[O:25]. (3) Given the reactants N1C=CC=CC=1S[C:8](=[O:31])[CH2:9][CH2:10][C:11]1[CH:12]=[C:13]2[C:17](=[CH:18][CH:19]=1)[C:16](=[C:20]1[C:28]3[C:23](=[CH:24][CH:25]=[C:26]([F:29])[CH:27]=3)[NH:22][C:21]1=[O:30])[O:15][CH2:14]2.[C:32]12([OH:42])[CH2:41][CH:36]3[CH2:37][CH:38]([CH2:40][CH:34]([CH2:35]3)[CH2:33]1)[CH2:39]2.[NH4+].[Cl-].C([O-])(O)=O.[Na+], predict the reaction product. The product is: [C:32]12([O:42][C:8](=[O:31])[CH2:9][CH2:10][C:11]3[CH:12]=[C:13]4[C:17](=[CH:18][CH:19]=3)[C:16](=[C:20]3[C:28]5[C:23](=[CH:24][CH:25]=[C:26]([F:29])[CH:27]=5)[NH:22][C:21]3=[O:30])[O:15][CH2:14]4)[CH2:39][CH:38]3[CH2:37][CH:36]([CH2:35][CH:34]([CH2:40]3)[CH2:33]1)[CH2:41]2. (4) Given the reactants [CH3:1][N:2]([CH2:13][C:14]1[NH:18][C:17]2[CH:19]=[CH:20][C:21]([C:23]#[N:24])=[CH:22][C:16]=2[N:15]=1)[CH:3]1[C:12]2[N:11]=[CH:10][CH:9]=[CH:8][C:7]=2[CH2:6][CH2:5][CH2:4]1, predict the reaction product. The product is: [NH2:24][CH2:23][C:21]1[CH:20]=[CH:19][C:17]2[NH:18][C:14]([CH2:13][N:2]([CH3:1])[CH:3]3[C:12]4[N:11]=[CH:10][CH:9]=[CH:8][C:7]=4[CH2:6][CH2:5][CH2:4]3)=[N:15][C:16]=2[CH:22]=1.